This data is from Forward reaction prediction with 1.9M reactions from USPTO patents (1976-2016). The task is: Predict the product of the given reaction. Given the reactants C([O-])(=O)C.C([O-])(=O)C.C([O-])(=O)C.[Br:13][C:14]1[CH:15]=[CH:16][C:17]([CH2:21][CH3:22])=[C:18]([Pb+3])[CH:19]=1.[CH:23]12[CH2:30][CH:27]([CH2:28][CH2:29]1)[C:26](=[O:31])[CH2:25][C:24]2=[O:32].C1(C)C=CC=CC=1, predict the reaction product. The product is: [Br:13][C:14]1[CH:15]=[CH:16][C:17]([CH2:21][CH3:22])=[C:18]([CH:25]2[C:26](=[O:31])[CH:27]3[CH2:30][CH:23]([CH2:29][CH2:28]3)[C:24]2=[O:32])[CH:19]=1.